This data is from Peptide-MHC class II binding affinity with 134,281 pairs from IEDB. The task is: Regression. Given a peptide amino acid sequence and an MHC pseudo amino acid sequence, predict their binding affinity value. This is MHC class II binding data. (1) The peptide sequence is ALFHEVAKLDVVKLL. The MHC is DRB1_0405 with pseudo-sequence DRB1_0405. The binding affinity (normalized) is 0.409. (2) The peptide sequence is EITPQASTTEAILPE. The binding affinity (normalized) is 0.341. The MHC is DRB1_0404 with pseudo-sequence DRB1_0404.